This data is from Catalyst prediction with 721,799 reactions and 888 catalyst types from USPTO. The task is: Predict which catalyst facilitates the given reaction. Product: [N:22]1([C:20](=[O:21])[CH2:19][N:1]2[CH2:6][CH2:5][O:4][CH:3]([CH2:7][NH:8][C:9]([NH:11][C:12]3[CH:17]=[CH:16][CH:15]=[CH:14][CH:13]=3)=[O:10])[CH2:2]2)[C:30]2[C:25](=[CH:26][CH:27]=[CH:28][CH:29]=2)[CH2:24][CH2:23]1. The catalyst class is: 9. Reactant: [NH:1]1[CH2:6][CH2:5][O:4][CH:3]([CH2:7][NH:8][C:9]([NH:11][C:12]2[CH:17]=[CH:16][CH:15]=[CH:14][CH:13]=2)=[O:10])[CH2:2]1.Cl[CH2:19][C:20]([N:22]1[C:30]2[C:25](=[CH:26][CH:27]=[CH:28][CH:29]=2)[CH2:24][CH2:23]1)=[O:21].